From a dataset of Forward reaction prediction with 1.9M reactions from USPTO patents (1976-2016). Predict the product of the given reaction. (1) Given the reactants [CH2:1]([S:8][C:9]1[CH:18]=[C:17]2[C:12]([C:13](=O)[NH:14][CH:15]=[N:16]2)=[CH:11][CH:10]=1)[C:2]1[CH:7]=[CH:6][CH:5]=[CH:4][CH:3]=1.O=P(Cl)(Cl)[Cl:22].CCN(C(C)C)C(C)C, predict the reaction product. The product is: [CH2:1]([S:8][C:9]1[CH:18]=[C:17]2[C:12]([C:13]([Cl:22])=[N:14][CH:15]=[N:16]2)=[CH:11][CH:10]=1)[C:2]1[CH:7]=[CH:6][CH:5]=[CH:4][CH:3]=1. (2) The product is: [Cl:19][C:17]1[CH:16]=[CH:15][C:14]([OH:20])=[C:13]([C:9]2[CH2:10][CH2:11][CH2:12][C:8]=2[C:5]2[N:4]=[C:3]([C:22]([OH:24])=[O:23])[C:2]([S:28][CH3:27])=[CH:7][CH:6]=2)[CH:18]=1. Given the reactants Cl[C:2]1[C:3]([C:22]([O:24]CC)=[O:23])=[N:4][C:5]([C:8]2[CH2:12][CH2:11][CH2:10][C:9]=2[C:13]2[CH:18]=[C:17]([Cl:19])[CH:16]=[CH:15][C:14]=2[O:20]C)=[CH:6][CH:7]=1.[CH3:27][S-:28].[Na+].C(O)(=O)C, predict the reaction product.